This data is from Reaction yield outcomes from USPTO patents with 853,638 reactions. The task is: Predict the reaction yield, written as a fraction of the theoretical maximum amount of product (1.0 means a 100% yield; for example, 0.34 means a 34% yield). (1) The reactants are [CH3:1][O:2][C:3](=[O:28])[CH:4]=[CH:5][N:6]1[C:14]2[C:9](=[CH:10][C:11]([CH2:15][CH2:16][C:17]3[C:18]([CH3:27])=[N:19][C:20]4[C:25]([CH:26]=3)=[CH:24][CH:23]=[CH:22][N:21]=4)=[CH:12][CH:13]=2)[CH:8]=[CH:7]1. The catalyst is CO.[Pd]. The product is [CH3:1][O:2][C:3](=[O:28])[CH2:4][CH2:5][N:6]1[C:14]2[C:9](=[CH:10][C:11]([CH2:15][CH2:16][C:17]3[C:18]([CH3:27])=[N:19][C:20]4[NH:21][CH2:22][CH2:23][CH2:24][C:25]=4[CH:26]=3)=[CH:12][CH:13]=2)[CH:8]=[CH:7]1. The yield is 0.0600. (2) The reactants are [CH3:1][C:2]1[C:6]2[C:7]3[CH:24]=[CH:23][CH:22]=[CH:21][C:8]=3[C:9](=[O:20])[NH:10][C@@H:11]([CH2:12][C:13]([O:15][C:16](C)(C)C)=[O:14])[C:5]=2[O:4][N:3]=1.Cl. The catalyst is CO. The product is [CH3:1][C:2]1[C:6]2[C:7]3[CH:24]=[CH:23][CH:22]=[CH:21][C:8]=3[C:9](=[O:20])[NH:10][C@@H:11]([CH2:12][C:13]([O:15][CH3:16])=[O:14])[C:5]=2[O:4][N:3]=1. The yield is 0.551. (3) The reactants are C[O:2][C:3](=[O:29])[C:4]1[CH:9]=[CH:8][C:7]([CH2:10][N:11]2[C:15]([S:16][CH2:17][CH2:18][CH3:19])=[C:14]([C:20](=[O:28])[NH:21][CH:22]3[CH2:27][CH2:26][CH2:25][CH2:24][CH2:23]3)[CH:13]=[N:12]2)=[CH:6][CH:5]=1.[Li+].[OH-].O. The catalyst is CO. The product is [CH:22]1([NH:21][C:20]([C:14]2[CH:13]=[N:12][N:11]([CH2:10][C:7]3[CH:8]=[CH:9][C:4]([C:3]([OH:29])=[O:2])=[CH:5][CH:6]=3)[C:15]=2[S:16][CH2:17][CH2:18][CH3:19])=[O:28])[CH2:27][CH2:26][CH2:25][CH2:24][CH2:23]1. The yield is 0.910. (4) The reactants are [CH3:1][CH2:2][CH2:3][CH2:4][CH2:5][CH2:6][CH2:7][CH2:8][CH2:9][CH2:10][CH2:11][C:12]([O:14][CH2:15][CH:16]([OH:19])[CH2:17][OH:18])=[O:13].C1(C)C=CC=CC=1.C(C(C)=[O:30])C. The catalyst is C(O)(C)C. The product is [CH3:1][CH2:2][CH2:3][CH2:4][CH2:5][CH2:6][CH2:7][CH2:8][CH2:9][CH2:10][CH2:11][C:12]([O:14][CH2:15][CH:16]([OH:19])[CH2:17][OH:18])=[O:13].[C:12]([OH:14])(=[O:13])[C:11]1[C:10](=[CH:9][CH:8]=[CH:7][CH:6]=1)[OH:30]. The yield is 0.200. (5) The reactants are [Cl:1][C:2]1[CH:7]=[CH:6][C:5]([O:8][C:9]2[CH:14]=[CH:13][C:12](I)=[CH:11][C:10]=2[O:16][CH3:17])=[CH:4][C:3]=1[Cl:18].C([O-])(=O)C.[K+].[CH3:24][C:25]1([CH3:41])[C:29]([CH3:31])([CH3:30])[O:28][B:27]([B:27]2[O:28][C:29]([CH3:31])([CH3:30])[C:25]([CH3:41])([CH3:24])[O:26]2)[O:26]1. The catalyst is O1CCOCC1.C1C=CC(P(C2C=CC=CC=2)[C-]2C=CC=C2)=CC=1.C1C=CC(P(C2C=CC=CC=2)[C-]2C=CC=C2)=CC=1.Cl[Pd]Cl.[Fe+2]. The product is [Cl:18][C:3]1[CH:4]=[C:5]([CH:6]=[CH:7][C:2]=1[Cl:1])[O:8][C:9]1[CH:14]=[CH:13][C:12]([B:27]2[O:28][C:29]([CH3:31])([CH3:30])[C:25]([CH3:41])([CH3:24])[O:26]2)=[CH:11][C:10]=1[O:16][CH3:17]. The yield is 0.110.